Predict which catalyst facilitates the given reaction. From a dataset of Catalyst prediction with 721,799 reactions and 888 catalyst types from USPTO. Reactant: [CH3:1][N:2]1[CH:6]=[CH:5][N:4]=[C:3]1[Si:7]([CH2:12][CH3:13])([CH2:10][CH3:11])[CH2:8][CH3:9].C([Li])(C)(C)C.[CH:19](N1CCOCC1)=[O:20].C([O-])(O)=O.[Na+]. Product: [CH3:1][N:2]1[C:6]([CH:19]=[O:20])=[CH:5][N:4]=[C:3]1[Si:7]([CH2:10][CH3:11])([CH2:12][CH3:13])[CH2:8][CH3:9]. The catalyst class is: 1.